From a dataset of Forward reaction prediction with 1.9M reactions from USPTO patents (1976-2016). Predict the product of the given reaction. Given the reactants Cl[CH2:2][CH:3]([C:5]1[CH:10]=[N:9][CH:8]=[CH:7][N:6]=1)[OH:4].[Na+].[I-].[CH3:13][NH2:14], predict the reaction product. The product is: [CH3:13][NH:14][CH2:2][CH:3]([C:5]1[CH:10]=[N:9][CH:8]=[CH:7][N:6]=1)[OH:4].